Dataset: NCI-60 drug combinations with 297,098 pairs across 59 cell lines. Task: Regression. Given two drug SMILES strings and cell line genomic features, predict the synergy score measuring deviation from expected non-interaction effect. Drug 2: C(CCl)NC(=O)N(CCCl)N=O. Synergy scores: CSS=7.55, Synergy_ZIP=-0.761, Synergy_Bliss=1.19, Synergy_Loewe=-1.55, Synergy_HSA=-2.03. Cell line: MALME-3M. Drug 1: CC(C)(C#N)C1=CC(=CC(=C1)CN2C=NC=N2)C(C)(C)C#N.